Dataset: SARS-CoV-2 main protease (3CLPro) crystallographic fragment screen with 879 compounds. Task: Binary Classification. Given a drug SMILES string, predict its activity (active/inactive) in a high-throughput screening assay against a specified biological target. (1) The compound is Cc1ccc(S(=O)(=O)N(C)CCC#N)cc1. The result is 0 (inactive). (2) The compound is OCc1cc[nH]n1. The result is 0 (inactive). (3) The molecule is Fc1cccc(CN2CCOCC2)c1. The result is 0 (inactive). (4) The molecule is CC(=O)N[C@@H](CCC(=O)O)C(=O)NCC#CBr. The result is 0 (inactive). (5) The drug is CCOC(=O)Nc1sccc1C(N)=O. The result is 0 (inactive). (6) The compound is CN1CCN(C(=O)Nc2ccccc2)CC1. The result is 0 (inactive). (7) The molecule is CC(=O)NCc1ncc[nH]1. The result is 0 (inactive).